From a dataset of Full USPTO retrosynthesis dataset with 1.9M reactions from patents (1976-2016). Predict the reactants needed to synthesize the given product. (1) Given the product [CH3:19][C:14]1[N:13]([C@@H:4]([CH2:5][C:6]2[CH:11]=[CH:10][C:9]([O:12][CH2:26][C:25]3[CH:28]=[CH:29][CH:30]=[CH:31][C:24]=3[F:23])=[CH:8][CH:7]=2)[C:3]([OH:2])=[O:20])[C:17]([CH3:18])=[CH:16][CH:15]=1, predict the reactants needed to synthesize it. The reactants are: C[O:2][C:3](=[O:20])[C@@H:4]([N:13]1[C:17]([CH3:18])=[CH:16][CH:15]=[C:14]1[CH3:19])[CH2:5][C:6]1[CH:11]=[CH:10][C:9]([OH:12])=[CH:8][CH:7]=1.[H-].[Na+].[F:23][C:24]1[CH:31]=[CH:30][CH:29]=[CH:28][C:25]=1[CH2:26]Br.Cl.[OH-].[Li+]. (2) Given the product [Cl:1][C:2]1[CH:3]=[CH:4][C:5]([CH2:6][NH:7][C:8]([C:10]2[CH:11]=[C:12]3[C:13]([C:14](=[O:16])[N:31]([C:27]4[CH:26]=[N:25][CH:30]=[CH:29][CH:28]=4)[C:21](=[S:22])[NH:20]3)=[CH:18][CH:19]=2)=[O:9])=[CH:23][CH:24]=1, predict the reactants needed to synthesize it. The reactants are: [Cl:1][C:2]1[CH:24]=[CH:23][C:5]([CH2:6][NH:7][C:8]([C:10]2[CH:19]=[CH:18][C:13]([C:14]([O:16]C)=O)=[C:12]([N:20]=[C:21]=[S:22])[CH:11]=2)=[O:9])=[CH:4][CH:3]=1.[N:25]1[CH:30]=[CH:29][CH:28]=[C:27]([NH2:31])[CH:26]=1. (3) Given the product [C:30]([C:25]1[NH:26][C:27]2[C:23]([C:24]=1[CH:37]=[O:38])=[CH:22][C:21]([NH:20][C:18]([CH:15]1[CH2:17][CH2:16]1)=[O:19])=[CH:29][CH:28]=2)([CH3:33])([CH3:32])[CH3:31], predict the reactants needed to synthesize it. The reactants are: O=P(Cl)(Cl)Cl.O1C2C=CC([C:15]3([C:18]([NH:20][C:21]4[CH:22]=[C:23]5[C:27](=[CH:28][CH:29]=4)[NH:26][C:25]([C:30]([CH3:33])([CH3:32])[CH3:31])=[CH:24]5)=[O:19])[CH2:17][CH2:16]3)=CC=2OC1.CN([CH:37]=[O:38])C. (4) Given the product [ClH:15].[Cl:15][C:10]1[CH:9]=[C:8]([NH:7][C:16]2[C:24]3[C:19](=[CH:20][N:21]=[CH:22][CH:23]=3)[S:18][C:17]=2[NH2:25])[CH:13]=[CH:12][C:11]=1[F:14], predict the reactants needed to synthesize it. The reactants are: C(OC(=O)[N:7]([C:16]1[C:24]2[C:19](=[CH:20][N:21]=[CH:22][CH:23]=2)[S:18][C:17]=1[NH:25]C(OC(C)(C)C)=O)[C:8]1[CH:13]=[CH:12][C:11]([F:14])=[C:10]([Cl:15])[CH:9]=1)(C)(C)C.Cl.C(O)(C(F)(F)F)=O.O1CCOCC1. (5) Given the product [Cl:1][C:2]1[CH:7]=[CH:6][C:5]([S:8][C:9]2[C:17]3[C:12](=[N:13][CH:14]=[CH:15][CH:16]=3)[NH:11][C:10]=2[C:54]2[CH:53]=[CH:58][CH:57]=[CH:56][C:55]=2[CH2:60][O:62][CH3:28])=[CH:4][CH:3]=1, predict the reactants needed to synthesize it. The reactants are: [Cl:1][C:2]1[CH:7]=[CH:6][C:5]([S:8][C:9]2[C:17]3[C:12](=[N:13][CH:14]=[CH:15][CH:16]=3)[NH:11][C:10]=2C2C=NC(S(C)=O)=CC=2)=[CH:4][CH:3]=1.Cl[C:28]1C=CC(SC2C3C(=NC=CC=3)NC=2C2C=CC(S(C)=O)=CC=2)=NC=1.[CH:53]1[CH:58]=[C:57](Cl)[CH:56]=[C:55]([C:60]([O:62]O)=O)[CH:54]=1. (6) Given the product [CH:18]1([N:9]2[C:10]3[CH:15]=[CH:14][N:13]=[C:12]([O:16][CH3:17])[C:11]=3[C:7]([NH:25][C:26]3[CH:31]=[CH:30][CH:29]=[CH:28][CH:27]=3)=[N:8]2)[CH2:22][CH2:21][CH2:20][CH2:19]1, predict the reactants needed to synthesize it. The reactants are: FC(F)(F)S(O[C:7]1[C:11]2[C:12]([O:16][CH3:17])=[N:13][CH:14]=[CH:15][C:10]=2[N:9]([CH:18]2[CH2:22][CH2:21][CH2:20][CH2:19]2)[N:8]=1)(=O)=O.[NH2:25][C:26]1[CH:31]=[CH:30][CH:29]=[CH:28][CH:27]=1.CC(C)([O-])C.[Na+]. (7) Given the product [C:10]1([C:16]2[CH:17]=[N:18][N:19]([CH2:2][CH2:3][CH2:4][C:5]([O:7][CH2:8][CH3:9])=[O:6])[CH:20]=2)[CH:11]=[CH:12][CH:13]=[CH:14][CH:15]=1, predict the reactants needed to synthesize it. The reactants are: Br[CH2:2][CH2:3][CH2:4][C:5]([O:7][CH2:8][CH3:9])=[O:6].[C:10]1([C:16]2[CH:17]=[N:18][NH:19][CH:20]=2)[CH:15]=[CH:14][CH:13]=[CH:12][CH:11]=1.C([O-])([O-])=O.[K+].[K+]. (8) Given the product [NH:30]1[C:2]([CH2:1][O:4][C:5]2[CH:14]=[C:13]3[C:8]([C:9](=[O:25])[CH:10]=[C:11]([C:15]4[CH:20]=[CH:19][C:18]([O:21][CH3:22])=[C:17]([O:23][CH3:24])[CH:16]=4)[O:12]3)=[C:7]([O:26][CH3:27])[CH:6]=2)=[N:29][N:32]=[N:31]1, predict the reactants needed to synthesize it. The reactants are: [CH2:1]([O:4][C:5]1[CH:14]=[C:13]2[C:8]([C:9](=[O:25])[CH:10]=[C:11]([C:15]3[CH:20]=[CH:19][C:18]([O:21][CH3:22])=[C:17]([O:23][CH3:24])[CH:16]=3)[O:12]2)=[C:7]([O:26][CH3:27])[CH:6]=1)[C:2]#C.[Cl-].[NH4+:29].[N-:30]=[N+:31]=[N-:32].[Na+]. (9) Given the product [NH2:1][C:2]1[C:11]2[C:6](=[CH:7][C:8]([CH2:12][N:13]3[C:18](=[O:19])[CH2:17][N:16]([S:20]([C:23]4[S:27][C:26]5[CH:28]=[C:29]([Cl:32])[CH:30]=[CH:31][C:25]=5[CH:24]=4)(=[O:21])=[O:22])[CH2:15][CH:14]3[C:33]([NH2:37])=[O:34])=[CH:9][CH:10]=2)[N:5]=[CH:4][N:3]=1, predict the reactants needed to synthesize it. The reactants are: [NH2:1][C:2]1[C:11]2[C:6](=[CH:7][C:8]([CH2:12][N:13]3[C:18](=[O:19])[CH2:17][N:16]([S:20]([C:23]4[S:27][C:26]5[CH:28]=[C:29]([Cl:32])[CH:30]=[CH:31][C:25]=5[CH:24]=4)(=[O:22])=[O:21])[CH2:15][CH:14]3[C:33](O)=[O:34])=[CH:9][CH:10]=2)[N:5]=[CH:4][N:3]=1.C[N:37]1CCOCC1.CN(C(ON1N=NC2C=CC=NC1=2)=[N+](C)C)C.F[P-](F)(F)(F)(F)F. (10) Given the product [F:8][C:9]1[CH:10]=[CH:11][C:12]([N:6]2[CH2:5][CH2:4][NH:3][C@H:2]([CH3:1])[CH2:7]2)=[C:13]([C:15]([F:16])([F:17])[F:18])[CH:14]=1, predict the reactants needed to synthesize it. The reactants are: [CH3:1][C@@H:2]1[CH2:7][NH:6][CH2:5][CH2:4][NH:3]1.[F:8][C:9]1[CH:10]=[CH:11][CH:12]=[C:13]([C:15]([F:18])([F:17])[F:16])[CH:14]=1.CC(C)([O-])C.[Na+].C1(C)C=CC=CC=1.